Dataset: Full USPTO retrosynthesis dataset with 1.9M reactions from patents (1976-2016). Task: Predict the reactants needed to synthesize the given product. Given the product [Cl:1][C:2]1[N:11]=[C:10]([N:12]([C:13]2[CH:18]=[CH:17][CH:16]=[C:15]([O:19][CH3:20])[CH:14]=2)[CH3:21])[C:9]2[C:4](=[CH:5][CH:6]=[CH:7][CH:8]=2)[N:3]=1, predict the reactants needed to synthesize it. The reactants are: [Cl:1][C:2]1[N:11]=[C:10]([NH:12][C:13]2[CH:18]=[CH:17][CH:16]=[C:15]([O:19][CH3:20])[CH:14]=2)[C:9]2[C:4](=[CH:5][CH:6]=[CH:7][CH:8]=2)[N:3]=1.[CH3:21]I.